This data is from Forward reaction prediction with 1.9M reactions from USPTO patents (1976-2016). The task is: Predict the product of the given reaction. (1) Given the reactants [C:1]([O:4][CH2:5]/[C:6](/[C:17]1[CH:22]=[CH:21][C:20]([S:23]([CH3:26])(=[O:25])=[O:24])=[CH:19][CH:18]=1)=[C:7](/[C:11]1[CH:16]=[CH:15][CH:14]=[CH:13][CH:12]=1)\[C:8]([OH:10])=[O:9])(=[O:3])[CH3:2].[N+:27]([O:30][CH:31]([CH2:37][O:38][N+:39]([O-:41])=[O:40])[CH2:32][CH2:33][CH2:34][CH2:35]O)([O-:29])=[O:28].CCN=C=NCCCN(C)C, predict the reaction product. The product is: [C:1]([O:4][CH2:5]/[C:6](/[C:17]1[CH:22]=[CH:21][C:20]([S:23]([CH3:26])(=[O:25])=[O:24])=[CH:19][CH:18]=1)=[C:7](/[C:11]1[CH:16]=[CH:15][CH:14]=[CH:13][CH:12]=1)\[C:8]([O:10][CH2:35][CH2:34][CH2:33][CH2:32][CH:31]([O:30][N+:27]([O-:29])=[O:28])[CH2:37][O:38][N+:39]([O-:41])=[O:40])=[O:9])(=[O:3])[CH3:2]. (2) The product is: [CH2:12]([NH:8][CH2:9][CH2:10][NH:13][C:14]([C:16]1[S:17][CH:18]=[CH:19][C:20]=1[NH:21][C:22]1[CH:27]=[CH:26][N:25]=[C:24]2[NH:28][CH:29]=[CH:30][C:23]=12)=[O:15])[C:11]1[CH:36]=[CH:37][CH:32]=[CH:33][CH:34]=1. Given the reactants C(OC([N:8]1[CH2:12][CH2:11][CH:10]([NH:13][C:14]([C:16]2[S:17][CH:18]=[CH:19][C:20]=2[NH:21][C:22]2[CH:27]=[CH:26][N:25]=[C:24]3[NH:28][CH:29]=[CH:30][C:23]=23)=[O:15])[CH2:9]1)=O)(C)(C)C.C(NCCN)[C:32]1[CH:37]=[CH:36]C=[CH:34][CH:33]=1, predict the reaction product. (3) Given the reactants Br[C:2]1[CH:7]=[CH:6][C:5]([C:8]([F:11])([F:10])[F:9])=[C:4]([F:12])[CH:3]=1.B1(B2OC(C)(C)C(C)(C)O2)OC(C)(C)C(C)(C)O1.C([O-])(=O)C.[K+].Br[C:37]1[CH:38]=[C:39]2[C:44](=[C:45]([N+:47]([O-:49])=[O:48])[CH:46]=1)[NH:43][C:42](=[O:50])[CH2:41][CH2:40]2.[F-].[Cs+], predict the reaction product. The product is: [F:12][C:4]1[CH:3]=[C:2]([C:37]2[CH:38]=[C:39]3[C:44](=[C:45]([N+:47]([O-:49])=[O:48])[CH:46]=2)[NH:43][C:42](=[O:50])[CH2:41][CH2:40]3)[CH:7]=[CH:6][C:5]=1[C:8]([F:11])([F:10])[F:9]. (4) Given the reactants C[O:2][C:3](=[O:19])[CH:4]([O:17][CH3:18])[CH2:5][C:6]1[CH:11]=[CH:10][CH:9]=[C:8]([O:12][CH2:13][CH2:14][CH2:15]Br)[CH:7]=1.C[O:21][C:22](=[O:30])[C:23]1[CH:28]=[CH:27][CH:26]=[C:25]([OH:29])[CH:24]=1.CO[C@@H](CC1C=CC(OCCCOC2C=CC=CC=2)=CC=1)C(O)=O, predict the reaction product. The product is: [C:3]([CH:4]([O:17][CH3:18])[CH2:5][C:6]1[CH:7]=[C:8]([CH:9]=[CH:10][CH:11]=1)[O:12][CH2:13][CH2:14][CH2:15][O:29][C:25]1[CH:24]=[C:23]([CH:28]=[CH:27][CH:26]=1)[C:22]([OH:30])=[O:21])([OH:2])=[O:19]. (5) Given the reactants [NH2:1][C:2]1[CH:11]=[CH:10][C:9](Br)=[CH:8][C:3]=1[C:4]([O:6][CH3:7])=[O:5].B1(/[CH:22]=[CH:23]/[CH2:24][O:25][CH3:26])OC(C)(C)C(C)(C)O1.[O-]P([O-])([O-])=O.[K+].[K+].[K+].C1(P(C2CCCCC2)C2C=CC=CC=2C2C(OC)=CC=CC=2OC)CCCCC1, predict the reaction product. The product is: [NH2:1][C:2]1[CH:11]=[CH:10][C:9](/[CH:22]=[CH:23]/[CH2:24][O:25][CH3:26])=[CH:8][C:3]=1[C:4]([O:6][CH3:7])=[O:5]. (6) Given the reactants Br[C:2]1[CH:3]=[C:4]([CH:9]=[C:10]([C:12]([CH3:15])([CH3:14])[CH3:13])[CH:11]=1)[C:5]([O:7]C)=[O:6].[OH-].[Na+].BrBr, predict the reaction product. The product is: [C:12]([C:10]1[CH:9]=[C:4]([CH:3]=[CH:2][CH:11]=1)[C:5]([OH:7])=[O:6])([CH3:15])([CH3:13])[CH3:14]. (7) Given the reactants N12CCCN=C1CCCCC2.[F:12]C(F)(S(F)(=O)=O)C(F)(F)C(F)(F)C(F)(F)F.[Cl:29][CH2:30][CH2:31][CH2:32][CH2:33][CH2:34][CH2:35][CH2:36][CH2:37][CH2:38][C@@H:39]1[CH2:56][C:55]2[C@H:50]([CH2:51][CH2:52][C:53](=[O:57])[CH:54]=2)[C@@H:49]2[C@@H:40]1[C@H:41]1[C@@:45]([CH2:47][CH:48]2O)([CH3:46])[C:44](=[O:59])[CH2:43][CH2:42]1, predict the reaction product. The product is: [Cl:29][CH2:30][CH2:31][CH2:32][CH2:33][CH2:34][CH2:35][CH2:36][CH2:37][CH2:38][C@@H:39]1[CH2:56][C:55]2[C@H:50]([CH2:51][CH2:52][C:53](=[O:57])[CH:54]=2)[C@@H:49]2[C@@H:40]1[C@H:41]1[C@@:45]([CH2:47][C@@H:48]2[F:12])([CH3:46])[C:44](=[O:59])[CH2:43][CH2:42]1. (8) Given the reactants [CH3:1][NH:2][C:3](=O)[C:4]1[CH:9]=[C:8]([N+:10]([O-:12])=[O:11])[CH:7]=[C:6]([Br:13])[CH:5]=1.[N-:15]=[N+:16]=[N-:17].[Na+].FC(F)(F)S(OS(C(F)(F)F)(=O)=O)(=O)=O.C(=O)([O-])O.[Na+], predict the reaction product. The product is: [Br:13][C:6]1[CH:5]=[C:4]([C:3]2[N:2]([CH3:1])[N:17]=[N:16][N:15]=2)[CH:9]=[C:8]([N+:10]([O-:12])=[O:11])[CH:7]=1.